From a dataset of Forward reaction prediction with 1.9M reactions from USPTO patents (1976-2016). Predict the product of the given reaction. (1) Given the reactants [NH2:1][C:2]1[CH:3]=[C:4](/[CH:24]=[C:25]2/[C:26]([NH:31][CH3:32])=[N:27][C:28](=[O:30])[S:29]/2)[CH:5]=[CH:6][C:7]=1[O:8][CH2:9][C:10]1[CH:15]=[CH:14][C:13]([C:16]([F:19])([F:18])[F:17])=[CH:12][C:11]=1[C:20]([F:23])([F:22])[F:21].[CH:33](=O)[CH3:34].C([BH3-])#N.[Na+].C(O)(=O)C, predict the reaction product. The product is: [F:23][C:20]([F:21])([F:22])[C:11]1[CH:12]=[C:13]([C:16]([F:17])([F:18])[F:19])[CH:14]=[CH:15][C:10]=1[CH2:9][O:8][C:7]1[CH:6]=[CH:5][C:4](/[CH:24]=[C:25]2/[C:26]([NH:31][CH3:32])=[N:27][C:28](=[O:30])[S:29]/2)=[CH:3][C:2]=1[NH:1][CH2:33][CH3:34]. (2) Given the reactants [NH2:1][C:2](=[S:27])[CH2:3][O:4][C:5]1[CH:6]=[CH:7][C:8]([CH3:26])=[C:9]([N:11]2[CH2:20][C:19]3[C:14](=[CH:15][C:16]([C:21]([O:23][CH3:24])=[O:22])=[CH:17][CH:18]=3)[NH:13][C:12]2=[O:25])[CH:10]=1.CO[CH:30](OC)[CH:31](Cl)[CH3:32].O, predict the reaction product. The product is: [CH3:26][C:8]1[CH:7]=[CH:6][C:5]([O:4][CH2:3][C:2]2[S:27][C:31]([CH3:32])=[CH:30][N:1]=2)=[CH:10][C:9]=1[N:11]1[CH2:20][C:19]2[C:14](=[CH:15][C:16]([C:21]([O:23][CH3:24])=[O:22])=[CH:17][CH:18]=2)[NH:13][C:12]1=[O:25]. (3) Given the reactants [N:1]1([C:7]2[CH:8]=[CH:9][C:10]3[N:11]([C:13]([C:16]([F:19])([F:18])[F:17])=[N:14][N:15]=3)[N:12]=2)[CH2:6][CH2:5][NH:4][CH2:3][CH2:2]1.[N:20]1[CH:25]=[CH:24][C:23]([CH:26]=O)=[CH:22][CH:21]=1, predict the reaction product. The product is: [N:20]1[CH:25]=[CH:24][C:23]([CH2:26][N:4]2[CH2:3][CH2:2][N:1]([C:7]3[CH:8]=[CH:9][C:10]4[N:11]([C:13]([C:16]([F:17])([F:18])[F:19])=[N:14][N:15]=4)[N:12]=3)[CH2:6][CH2:5]2)=[CH:22][CH:21]=1. (4) The product is: [CH2:1]([O:6][CH:7]1[CH2:12][CH2:11][NH:10][CH2:9][CH2:8]1)[CH2:2][CH2:3][CH2:4][CH3:5]. Given the reactants [CH2:1]([O:6][CH:7]1[CH2:12][CH2:11][N:10](OC(OC(C)(C)C)=O)[CH2:9][CH2:8]1)[CH2:2][CH2:3][CH2:4][CH3:5].Cl, predict the reaction product. (5) The product is: [F:1][C:2]1[CH:3]=[CH:4][C:5]([C:8]2[CH:17]=[C:16]3[C:11]([CH:12]=[C:13]([S:18]([C:23]4[CH:28]=[CH:27][CH:26]=[CH:25][C:24]=4[C@@H:29]([OH:31])[CH3:30])(=[O:20])=[O:19])[CH:14]=[N:15]3)=[CH:10][CH:9]=2)=[CH:6][CH:7]=1. Given the reactants [F:1][C:2]1[CH:7]=[CH:6][C:5]([C:8]2[CH:17]=[C:16]3[C:11]([CH:12]=[C:13]([S:18]([O-:20])=[O:19])[CH:14]=[N:15]3)=[CH:10][CH:9]=2)=[CH:4][CH:3]=1.[Na+].I[C:23]1[CH:28]=[CH:27][CH:26]=[CH:25][C:24]=1[C@@H:29]([OH:31])[CH3:30].N, predict the reaction product. (6) Given the reactants [CH:1](N(CC)C(C)C)(C)[CH3:2].[NH:10]1[CH2:15][CH2:14][CH2:13][CH:12]([C:16]2[CH:21]=[CH:20][C:19]([NH:22][C:23]3[N:28]=[C:27]([CH2:29][CH2:30][C:31]4[C:36]([CH2:37][C:38]([NH2:40])=[O:39])=[CH:35][CH:34]=[CH:33][N:32]=4)[C:26]([C:41]([F:44])([F:43])[F:42])=[CH:25][N:24]=3)=[CH:18][CH:17]=2)[CH2:11]1.BrCC, predict the reaction product. The product is: [CH2:1]([N:10]1[CH2:15][CH2:14][CH2:13][CH:12]([C:16]2[CH:21]=[CH:20][C:19]([NH:22][C:23]3[N:28]=[C:27]([CH2:29][CH2:30][C:31]4[C:36]([CH2:37][C:38]([NH2:40])=[O:39])=[CH:35][CH:34]=[CH:33][N:32]=4)[C:26]([C:41]([F:42])([F:44])[F:43])=[CH:25][N:24]=3)=[CH:18][CH:17]=2)[CH2:11]1)[CH3:2]. (7) Given the reactants [O:1]=[C:2]1[CH:7]([C:8]([O-:10])=O)[O:6][CH2:5][CH2:4][N:3]1[C:11]1[CH:16]=[CH:15][CH:14]=[CH:13][CH:12]=1.[Li+].Cl.C([NH+](CC)CC)C.N1C2C(=NC=CC=2)N(O)N=1.[F:36][C:37]1[CH:38]=[C:39]([NH2:56])[CH:40]=[CH:41][C:42]=1[O:43][C:44]1[C:53]2[C:48](=[CH:49][C:50]([O:54][CH3:55])=[CH:51][CH:52]=2)[N:47]=[CH:46][CH:45]=1, predict the reaction product. The product is: [F:36][C:37]1[CH:38]=[C:39]([NH:56][C:8]([CH:7]2[O:6][CH2:5][CH2:4][N:3]([C:11]3[CH:16]=[CH:15][CH:14]=[CH:13][CH:12]=3)[C:2]2=[O:1])=[O:10])[CH:40]=[CH:41][C:42]=1[O:43][C:44]1[C:53]2[C:48](=[CH:49][C:50]([O:54][CH3:55])=[CH:51][CH:52]=2)[N:47]=[CH:46][CH:45]=1. (8) Given the reactants [C:1]([OH:9])(=O)[C:2]1[CH:7]=[CH:6][CH:5]=[N:4][CH:3]=1.C(Cl)(=O)C(Cl)=O.[NH2:16][CH2:17][CH2:18][NH:19][C:20](=[O:26])[O:21][C:22]([CH3:25])([CH3:24])[CH3:23].CCN(CC)CC, predict the reaction product. The product is: [C:1]([NH:16][CH2:17][CH2:18][NH:19][C:20](=[O:26])[O:21][C:22]([CH3:24])([CH3:23])[CH3:25])(=[O:9])[C:2]1[CH:7]=[CH:6][CH:5]=[N:4][CH:3]=1.